This data is from Full USPTO retrosynthesis dataset with 1.9M reactions from patents (1976-2016). The task is: Predict the reactants needed to synthesize the given product. (1) Given the product [CH3:1][O:2][C:3]([C:5]1[C:9]([C:10]([OH:12])=[O:11])=[N:8][N:7]([CH3:14])[N:6]=1)=[O:4], predict the reactants needed to synthesize it. The reactants are: [CH3:1][O:2][C:3]([C:5]1[C:9]([C:10]([O:12]C)=[O:11])=[N:8][N:7]([CH3:14])[N:6]=1)=[O:4].[OH-].[K+]. (2) Given the product [Cl:1][C:2]1[CH:9]=[CH:8][C:5]([CH:6]=[CH:13][N+:10]([O-:12])=[O:11])=[CH:4][CH:3]=1, predict the reactants needed to synthesize it. The reactants are: [Cl:1][C:2]1[CH:9]=[CH:8][C:5]([CH:6]=O)=[CH:4][CH:3]=1.[N+:10]([CH3:13])([O-:12])=[O:11].C[O-].[Na+].C(O)(=O)C.C(OC(=O)C)(=O)C. (3) The reactants are: [C:1]1(=[O:10])[C:9]2[C:4](=[CH:5][CH:6]=[CH:7][CH:8]=2)[CH2:3][NH:2]1.F[B-](F)(F)F.[CH2:16]([O+](CC)CC)[CH3:17]. Given the product [CH2:16]([O:10][C:1]1[C:9]2[C:4](=[CH:5][CH:6]=[CH:7][CH:8]=2)[CH2:3][N:2]=1)[CH3:17], predict the reactants needed to synthesize it. (4) Given the product [F:18][C:19]1[CH:20]=[CH:21][C:22]([C:2]2[C:7]([CH3:8])=[CH:6][C:5]([C:9]3[CH:14]=[CH:13][N:12]=[C:11]([O:15][CH3:16])[N:10]=3)=[CH:4][C:3]=2[CH3:17])=[C:23]2[C:27]=1[C@H:26]([O:28][C:29]1[CH:42]=[CH:41][C:32]3[C@H:33]([CH2:36][C:37]([O:39][CH3:40])=[O:38])[CH2:34][O:35][C:31]=3[CH:30]=1)[CH2:25][CH2:24]2, predict the reactants needed to synthesize it. The reactants are: I[C:2]1[C:7]([CH3:8])=[CH:6][C:5]([C:9]2[CH:14]=[CH:13][N:12]=[C:11]([O:15][CH3:16])[N:10]=2)=[CH:4][C:3]=1[CH3:17].[F:18][C:19]1[CH:20]=[CH:21][C:22](B2OC(C)(C)C(C)(C)O2)=[C:23]2[C:27]=1[C@H:26]([O:28][C:29]1[CH:42]=[CH:41][C:32]3[C@H:33]([CH2:36][C:37]([O:39][CH3:40])=[O:38])[CH2:34][O:35][C:31]=3[CH:30]=1)[CH2:25][CH2:24]2.BrC1C=CC(F)=C2C=1CC[C@H]2OC1C=CC2[C@H](CC(OC)=O)COC=2C=1.